Predict the reactants needed to synthesize the given product. From a dataset of Full USPTO retrosynthesis dataset with 1.9M reactions from patents (1976-2016). (1) Given the product [I:1][C:2]1[CH:6]=[N:5][N:4]([CH:9]2[CH2:10][CH2:11][CH2:12][CH2:13][O:8]2)[C:3]=1[CH3:7], predict the reactants needed to synthesize it. The reactants are: [I:1][C:2]1[C:3]([CH3:7])=[N:4][NH:5][CH:6]=1.[O:8]1[CH:13]=[CH:12][CH2:11][CH2:10][CH2:9]1.C(O)(C(F)(F)F)=O. (2) Given the product [CH2:29]([C:26]1[CH:27]=[CH:28][C:23]([CH:21]2[CH2:22][CH:17]([C:14]3[S:15][CH:16]=[C:12]([CH2:11][S:9][CH2:7][CH3:8])[N:13]=3)[CH2:18][N:19]([C:31]([N:33]3[CH2:34][CH2:35][O:36][CH2:37][CH2:38]3)=[O:32])[CH2:20]2)=[CH:24][CH:25]=1)[CH3:30], predict the reactants needed to synthesize it. The reactants are: C(=O)([O-])[O-].[Cs+].[Cs+].[CH2:7]([SH:9])[CH3:8].Cl[CH2:11][C:12]1[N:13]=[C:14]([CH:17]2[CH2:22][CH:21]([C:23]3[CH:28]=[CH:27][C:26]([CH2:29][CH3:30])=[CH:25][CH:24]=3)[CH2:20][N:19]([C:31]([N:33]3[CH2:38][CH2:37][O:36][CH2:35][CH2:34]3)=[O:32])[CH2:18]2)[S:15][CH:16]=1. (3) Given the product [F:1][C:2]1[CH:3]=[CH:4][C:5]([CH2:6][NH:7][CH2:8][C:9]2[CH:25]=[CH:24][CH:23]=[C:11]([CH2:12][NH:14][CH2:15][C:16]3[CH:17]=[CH:18][C:19]([F:22])=[CH:20][CH:21]=3)[CH:10]=2)=[CH:27][CH:28]=1, predict the reactants needed to synthesize it. The reactants are: [F:1][C:2]1[CH:28]=[CH:27][C:5]([CH2:6][NH:7][C:8](=O)[C:9]2[CH:25]=[CH:24][CH:23]=[C:11]([C:12]([NH:14][CH2:15][C:16]3[CH:21]=[CH:20][C:19]([F:22])=[CH:18][CH:17]=3)=O)[CH:10]=2)=[CH:4][CH:3]=1.B.CC(O)=O.